This data is from Catalyst prediction with 721,799 reactions and 888 catalyst types from USPTO. The task is: Predict which catalyst facilitates the given reaction. (1) Reactant: [Cl:1][C:2]1[CH:3]=[CH:4][C:5]2[NH:11][C:10]3[CH:12]=[CH:13][CH:14]=[CH:15][C:9]=3[C:8](Cl)=[N:7][C:6]=2[CH:17]=1.[CH3:18][N:19]1[CH2:24][CH2:23][NH:22][CH2:21][CH2:20]1.C(N(C(C)C)CC)(C)C. Product: [Cl:1][C:2]1[CH:3]=[CH:4][C:5]2[NH:11][C:10]3[CH:12]=[CH:13][CH:14]=[CH:15][C:9]=3[C:8]([N:22]3[CH2:23][CH2:24][N:19]([CH3:18])[CH2:20][CH2:21]3)=[N:7][C:6]=2[CH:17]=1. The catalyst class is: 12. (2) Reactant: [Cl:1][C:2]1[CH:3]=[C:4]([F:11])[C:5]([OH:10])=[C:6]([CH:9]=1)[CH:7]=[O:8].[C:12](=O)([O-])[O-].[K+].[K+].CI.O. Product: [Cl:1][C:2]1[CH:3]=[C:4]([F:11])[C:5]([O:10][CH3:12])=[C:6]([CH:9]=1)[CH:7]=[O:8]. The catalyst class is: 3. (3) Reactant: [Cl:1][C:2]([Cl:30])([Cl:29])[C:3]([NH:5][C:6]([NH:8][C:9]1[CH:10]=[C:11]2[CH:20]=[CH:19][CH:18]=[C:17]3[C:12]2=[C:13]([CH:28]=1)[C:14](=[O:27])[N:15]([CH2:22][CH2:23][N:24]([CH3:26])[CH3:25])[C:16]3=[O:21])=[O:7])=[O:4].Cl. Product: [ClH:1].[Cl:30][C:2]([Cl:1])([Cl:29])[C:3]([NH:5][C:6]([NH:8][C:9]1[CH:10]=[C:11]2[CH:20]=[CH:19][CH:18]=[C:17]3[C:12]2=[C:13]([CH:28]=1)[C:14](=[O:27])[N:15]([CH2:22][CH2:23][N:24]([CH3:26])[CH3:25])[C:16]3=[O:21])=[O:7])=[O:4]. The catalyst class is: 798. (4) Reactant: [CH:1]1([C:7]([C:9]2[N:13]([CH3:14])[C:12]([S:15](Cl)(=[O:17])=[O:16])=[CH:11][CH:10]=2)=[O:8])[CH2:6][CH2:5][CH2:4][CH2:3][CH2:2]1.[NH3:19].Cl. Product: [CH:1]1([C:7]([C:9]2[N:13]([CH3:14])[C:12]([S:15]([NH2:19])(=[O:17])=[O:16])=[CH:11][CH:10]=2)=[O:8])[CH2:6][CH2:5][CH2:4][CH2:3][CH2:2]1. The catalyst class is: 2. (5) Reactant: [C:1]([C:5]1[CH:21]=[CH:20][C:8]([C:9]([NH:11][C:12]2[C:17]([Br:18])=[CH:16][CH:15]=[CH:14][C:13]=2[Br:19])=O)=[CH:7][CH:6]=1)([CH3:4])([CH3:3])[CH3:2].COC1C=CC(P2(SP(C3C=CC(OC)=CC=3)(=S)S2)=[S:31])=CC=1. Product: [C:1]([C:5]1[CH:21]=[CH:20][C:8]([C:9](=[S:31])[NH:11][C:12]2[C:17]([Br:18])=[CH:16][CH:15]=[CH:14][C:13]=2[Br:19])=[CH:7][CH:6]=1)([CH3:4])([CH3:3])[CH3:2]. The catalyst class is: 11. (6) Product: [CH2:21]([N:23]1[CH:27]=[C:26]([NH:28][C:15]([C:14]2[CH:13]=[C:12]([C@@H:10]3[CH2:11][C@H:9]3[NH:8][C:6](=[O:7])[O:5][C:1]([CH3:2])([CH3:3])[CH3:4])[CH:20]=[CH:19][CH:18]=2)=[O:17])[CH:25]=[N:24]1)[CH3:22]. The catalyst class is: 18. Reactant: [C:1]([O:5][C:6]([NH:8][C@@H:9]1[CH2:11][C@H:10]1[C:12]1[CH:13]=[C:14]([CH:18]=[CH:19][CH:20]=1)[C:15]([OH:17])=O)=[O:7])([CH3:4])([CH3:3])[CH3:2].[CH2:21]([N:23]1[CH:27]=[C:26]([NH2:28])[CH:25]=[N:24]1)[CH3:22].C(N(CC)CC)C.F[P-](F)(F)(F)(F)F.N1(OC(N(C)C)=[N+](C)C)C2N=CC=CC=2N=N1. (7) Reactant: [CH3:1][SiH:2]([CH3:4])[CH3:3].[CH3:5][C:6]([OH:10])([CH:8]=[CH2:9])[CH3:7].[SiH4]. Product: [CH3:5][C:6]([OH:10])([CH2:8][CH2:9][Si:2]([CH3:4])([CH3:3])[CH3:1])[CH3:7]. The catalyst class is: 11. (8) Reactant: [CH2:1]([O:8][C:9]1[CH:16]=[C:15](F)[CH:14]=[CH:13][C:10]=1[C:11]#[N:12])[C:2]1[CH:7]=[CH:6][CH:5]=[CH:4][CH:3]=1.O.[NH2:19][NH2:20]. Product: [CH2:1]([O:8][C:9]1[CH:16]=[C:15]([NH:19][NH2:20])[CH:14]=[CH:13][C:10]=1[C:11]#[N:12])[C:2]1[CH:7]=[CH:6][CH:5]=[CH:4][CH:3]=1. The catalyst class is: 8. (9) The catalyst class is: 2. Reactant: [CH2:1]([OH:5])[CH2:2][CH:3]=C.[CH:6](=[O:10])[CH:7]([CH3:9])[CH3:8].F[C:12](F)(F)C(O)=O.C(=O)([O-])[O-].[K+].[K+]. Product: [CH:7]([CH:6]1[CH2:12][CH:1]([OH:5])[CH2:2][CH2:3][O:10]1)([CH3:9])[CH3:8].